From a dataset of Catalyst prediction with 721,799 reactions and 888 catalyst types from USPTO. Predict which catalyst facilitates the given reaction. (1) Reactant: N12CCCN=C1CCCCC2.[CH:12]([S:14]([CH3:17])(=[O:16])=[O:15])=[CH2:13].[CH2:18]([O:20][CH2:21][C:22]1[N:23]([CH2:35][C:36]2([OH:40])[CH2:39][CH2:38][CH2:37]2)[C:24]2[C:33]3[CH:32]=[CH:31][CH:30]=[CH:29][C:28]=3[N:27]=[CH:26][C:25]=2[N:34]=1)[CH3:19].[H-].[Na+]. Product: [CH2:18]([O:20][CH2:21][C:22]1[N:23]([CH2:35][C:36]2([O:40][CH2:13][CH2:12][S:14]([CH3:17])(=[O:16])=[O:15])[CH2:39][CH2:38][CH2:37]2)[C:24]2[C:33]3[CH:32]=[CH:31][CH:30]=[CH:29][C:28]=3[N:27]=[CH:26][C:25]=2[N:34]=1)[CH3:19]. The catalyst class is: 30. (2) Reactant: Br[C:2]1[C:3]([C:10]2[CH:18]=[CH:17][C:13]([N:14]([CH3:16])[CH3:15])=[CH:12][CH:11]=2)=[N:4][C:5]([O:8][CH3:9])=[CH:6][CH:7]=1.Cl.[F:20][C:21]1[CH:26]=[CH:25][C:24]([N:27]2[CH2:32][CH2:31][NH:30][CH2:29][C:28]2=[O:33])=[CH:23][CH:22]=1.C1C=CC(P(C2C(C3C(P(C4C=CC=CC=4)C4C=CC=CC=4)=CC=C4C=3C=CC=C4)=C3C(C=CC=C3)=CC=2)C2C=CC=CC=2)=CC=1.CC(C)([O-])C.[Na+]. Product: [CH3:15][N:14]([CH3:16])[C:13]1[CH:17]=[CH:18][C:10]([C:3]2[C:2]([N:30]3[CH2:31][CH2:32][N:27]([C:24]4[CH:23]=[CH:22][C:21]([F:20])=[CH:26][CH:25]=4)[C:28](=[O:33])[CH2:29]3)=[CH:7][CH:6]=[C:5]([O:8][CH3:9])[N:4]=2)=[CH:11][CH:12]=1. The catalyst class is: 706.